This data is from Catalyst prediction with 721,799 reactions and 888 catalyst types from USPTO. The task is: Predict which catalyst facilitates the given reaction. (1) Reactant: [CH3:1][O:2][C:3]1[CH:9]=[CH:8][C:7]([O:10][CH3:11])=[CH:6][C:4]=1N.[CH3:12][CH2:13][N:14](C(C)C)C(C)C.C(OC(=O)C)(=[O:23])C. Product: [CH3:1][O:2][C:3]1[CH:9]=[CH:8][C:7]([O:10][CH3:11])=[CH:6][C:4]=1[CH2:12][C:13]([NH2:14])=[O:23]. The catalyst class is: 22. (2) Reactant: [Br:1][C:2]1[CH:3]=[C:4]([OH:8])[CH:5]=[CH:6][CH:7]=1.Cl.Cl[CH2:11][C:12]1[N:16]=[CH:15][N:14]([CH3:17])[N:13]=1.C([O-])([O-])=O.[K+].[K+].O. Product: [Br:1][C:2]1[CH:3]=[C:4]([CH:5]=[CH:6][CH:7]=1)[O:8][CH2:11][C:12]1[N:16]=[CH:15][N:14]([CH3:17])[N:13]=1. The catalyst class is: 3. (3) Reactant: Cl[CH2:2][C:3]1[CH:4]=[C:5]2[C:9](=[CH:10][CH:11]=1)[CH2:8][C@H:7]([NH:12][S:13]([CH:16]([CH3:18])[CH3:17])(=[O:15])=[O:14])[CH2:6]2.CC1(C)COB([C:26]2[CH:27]=[C:28]([CH:33]=[C:34]([C:36]([F:39])([F:38])[F:37])[CH:35]=2)[C:29]([O:31][CH3:32])=[O:30])OC1.C(=O)([O-])[O-].[Na+].[Na+]. Product: [CH3:17][CH:16]([S:13]([NH:12][C@@H:7]1[CH2:6][C:5]2[C:9](=[CH:10][CH:11]=[C:3]([CH2:2][C:26]3[CH:27]=[C:28]([CH:33]=[C:34]([C:36]([F:37])([F:39])[F:38])[CH:35]=3)[C:29]([O:31][CH3:32])=[O:30])[CH:4]=2)[CH2:8]1)(=[O:15])=[O:14])[CH3:18]. The catalyst class is: 76. (4) Reactant: [I:1][C:2]1[CH:3]=[CH:4][C:5]2[N:9]=[N:8][NH:7][C:6]=2[CH:10]=1.[H-].[Na+].Cl[CH2:14][O:15][CH2:16][CH2:17][Si:18]([CH3:21])([CH3:20])[CH3:19]. Product: [I:1][C:2]1[CH:3]=[CH:4][C:5]2[N:9]=[N:8][N:7]([CH2:14][O:15][CH2:16][CH2:17][Si:18]([CH3:21])([CH3:20])[CH3:19])[C:6]=2[CH:10]=1. The catalyst class is: 9. (5) Reactant: Cl[C:2]1[N:7]2[N:8]=[C:9]([CH:11]3[CH2:13]C3)[CH:10]=[C:6]2[CH:5]=[C:4]([NH:14][C:15](=[O:26])[C:16]2[CH:21]=[CH:20][C:19]([C:22]([OH:25])([CH3:24])[CH3:23])=[CH:18][CH:17]=2)[N:3]=1.[NH:27]1[CH2:32][CH2:31][O:30][CH2:29][CH2:28]1. Product: [CH2:11]([C:9]1[CH:10]=[C:2]2[N:3]=[C:4]([NH:14][C:15](=[O:26])[C:16]3[CH:17]=[CH:18][C:19]([C:22]([OH:25])([CH3:24])[CH3:23])=[CH:20][CH:21]=3)[CH:5]=[C:6]([N:27]3[CH2:32][CH2:31][O:30][CH2:29][CH2:28]3)[N:7]2[N:8]=1)[CH3:13]. The catalyst class is: 37. (6) Reactant: [C:1]([O:5][C:6]([NH:8][CH2:9][C:10]1[CH:25]=[CH:24][C:23]([F:26])=[CH:22][C:11]=1[O:12][CH2:13][CH2:14][CH2:15][CH2:16][C:17]([O:19]CC)=[O:18])=[O:7])([CH3:4])([CH3:3])[CH3:2].[OH-].[Na+]. Product: [C:1]([O:5][C:6]([NH:8][CH2:9][C:10]1[CH:25]=[CH:24][C:23]([F:26])=[CH:22][C:11]=1[O:12][CH2:13][CH2:14][CH2:15][CH2:16][C:17]([OH:19])=[O:18])=[O:7])([CH3:4])([CH3:2])[CH3:3]. The catalyst class is: 87. (7) Reactant: [CH3:1][C:2]1[S:26][C:5]2=[N:6][C:7]([CH3:25])=[C:8]([CH:17]([CH2:22][CH2:23][CH3:24])[C:18]([O:20]C)=[O:19])[C:9]([C:10]3[CH:15]=[CH:14][C:13]([CH3:16])=[CH:12][CH:11]=3)=[C:4]2[CH:3]=1.[OH-].[Na+]. Product: [CH3:1][C:2]1[S:26][C:5]2=[N:6][C:7]([CH3:25])=[C:8]([CH:17]([CH2:22][CH2:23][CH3:24])[C:18]([OH:20])=[O:19])[C:9]([C:10]3[CH:11]=[CH:12][C:13]([CH3:16])=[CH:14][CH:15]=3)=[C:4]2[CH:3]=1. The catalyst class is: 645.